Dataset: Full USPTO retrosynthesis dataset with 1.9M reactions from patents (1976-2016). Task: Predict the reactants needed to synthesize the given product. (1) Given the product [CH3:27][CH:15]1[CH2:14][C:13]2[C:18](=[CH:19][CH:20]=[C:11]([O:10][C:7]3[CH:6]=[CH:5][C:4]([N+:1]([O-:3])=[O:2])=[CH:9][N:8]=3)[CH:12]=2)[O:17][CH:16]1[C:21]1[CH:22]=[CH:23][CH:24]=[CH:25][CH:26]=1, predict the reactants needed to synthesize it. The reactants are: [N+:1]([C:4]1[CH:5]=[CH:6][C:7]([O:10][C:11]2[CH:12]=[C:13]3[C:18](=[CH:19][CH:20]=2)[O:17][CH:16]([C:21]2[CH:26]=[CH:25][CH:24]=[CH:23][CH:22]=2)[CH2:15][CH2:14]3)=[N:8][CH:9]=1)([O-:3])=[O:2].[CH3:27]C1CC2C(=CC=C(O)C=2)OC1C1C=CC=CC=1. (2) Given the product [C:24]([N:27]1[CH2:32][CH2:31][N:30]([CH2:33][CH2:34][CH2:35][O:21][C:18]2[CH:19]=[C:20]3[C:15](=[CH:16][C:17]=2[O:22][CH3:23])[N:14]=[CH:13][N:12]=[C:11]3[O:10][C:6]2[CH:5]=[C:4]3[C:9](=[N:8][CH:7]=2)[NH:1][CH:2]=[CH:3]3)[CH2:29][CH2:28]1)(=[O:26])[CH3:25], predict the reactants needed to synthesize it. The reactants are: [NH:1]1[C:9]2[C:4](=[CH:5][C:6]([O:10][C:11]3[C:20]4[C:15](=[CH:16][C:17]([O:22][CH3:23])=[C:18]([OH:21])[CH:19]=4)[N:14]=[CH:13][N:12]=3)=[CH:7][N:8]=2)[CH:3]=[CH:2]1.[C:24]([N:27]1[CH2:32][CH2:31][N:30]([CH2:33][CH2:34][CH2:35]O)[CH2:29][CH2:28]1)(=[O:26])[CH3:25].